This data is from Forward reaction prediction with 1.9M reactions from USPTO patents (1976-2016). The task is: Predict the product of the given reaction. (1) The product is: [CH3:20][O:19][C:16]1[CH:17]=[C:18]2[C:13](=[CH:14][C:15]=1[O:21][CH3:22])[N:12]=[CH:11][CH:10]=[C:9]2[O:8][C:7]1[C:2]([C:27]2[CH:28]=[CH:29][CH:30]=[CH:31][C:26]=2[O:25][CH3:24])=[N:3][C:4]([CH3:23])=[CH:5][CH:6]=1. Given the reactants I[C:2]1[C:7]([O:8][C:9]2[C:18]3[C:13](=[CH:14][C:15]([O:21][CH3:22])=[C:16]([O:19][CH3:20])[CH:17]=3)[N:12]=[CH:11][CH:10]=2)=[CH:6][CH:5]=[C:4]([CH3:23])[N:3]=1.[CH3:24][O:25][C:26]1[CH:31]=[CH:30][CH:29]=[CH:28][C:27]=1B(O)O.C(=O)([O-])O.[Na+], predict the reaction product. (2) The product is: [N+:22]([C:19]1[CH:20]=[CH:21][C:16]([O:12][CH2:11][C@H:1]2[C@@H:10]3[N:5]([CH2:6][CH2:7][CH2:8][CH2:9]3)[CH2:4][CH2:3][CH2:2]2)=[CH:17][CH:18]=1)([O-:24])=[O:23]. Given the reactants [C@H:1]1([CH2:11][OH:12])[C@@H:10]2[N:5]([CH2:6][CH2:7][CH2:8][CH2:9]2)[CH2:4][CH2:3][CH2:2]1.[H-].[Na+].F[C:16]1[CH:21]=[CH:20][C:19]([N+:22]([O-:24])=[O:23])=[CH:18][CH:17]=1.O, predict the reaction product. (3) Given the reactants Cl[C:2]1[C:7]([N+:8]([O-:10])=[O:9])=[CH:6][CH:5]=[CH:4][N:3]=1.[NH2:11][C:12]1[CH:17]=[CH:16][CH:15]=[CH:14][CH:13]=1.C([O-])([O-])=O.[K+].[K+], predict the reaction product. The product is: [N+:8]([C:7]1[CH:2]=[N:3][CH:4]=[CH:5][C:6]=1[NH:11][C:12]1[CH:17]=[CH:16][CH:15]=[CH:14][CH:13]=1)([O-:10])=[O:9]. (4) Given the reactants [CH2:1]([NH:3][C:4](=[O:22])[NH:5][C:6]1[CH:14]=[C:13]([NH:15][C:16]2[CH:21]=[CH:20][CH:19]=[CH:18][CH:17]=2)[C:9]([C:10]([OH:12])=O)=[CH:8][N:7]=1)[CH3:2].CN(C(O[N:31]1[N:39]=N[C:33]2[CH:34]=CC=[N:37][C:32]1=2)=[N+](C)C)C.F[P-](F)(F)(F)(F)F.[CH:47]1C=CC2N(O)N=NC=2C=1.CCN(C(C)C)C(C)C.CN1C=CC(N)=N1, predict the reaction product. The product is: [CH2:1]([NH:3][C:4](=[O:22])[NH:5][C:6]1[CH:14]=[C:13]([NH:15][C:16]2[CH:21]=[CH:20][CH:19]=[CH:18][CH:17]=2)[C:9]([C:10]([NH:37][C:32]2[N:31]([CH3:47])[N:39]=[CH:34][CH:33]=2)=[O:12])=[CH:8][N:7]=1)[CH3:2]. (5) The product is: [CH2:5]([O:4][C:2](=[O:3])[NH:1][C:21]([CH:19]1[C:20]2[CH:7]=[CH:8][CH:9]=[CH:10][C:11]=2[O:12][C:13]2[C:18]1=[CH:17][CH:16]=[CH:15][CH:14]=2)=[O:22])[CH3:6]. Given the reactants [NH2:1][C:2]([O:4][CH2:5][CH3:6])=[O:3].[CH:7]1[C:20]2[CH:19]([C:21](Cl)=[O:22])[C:18]3[C:13](=[CH:14][CH:15]=[CH:16][CH:17]=3)[O:12][C:11]=2[CH:10]=[CH:9][CH:8]=1, predict the reaction product.